Regression. Given two drug SMILES strings and cell line genomic features, predict the synergy score measuring deviation from expected non-interaction effect. From a dataset of NCI-60 drug combinations with 297,098 pairs across 59 cell lines. (1) Drug 1: CN1C(=O)N2C=NC(=C2N=N1)C(=O)N. Drug 2: CC1C(C(CC(O1)OC2CC(CC3=C2C(=C4C(=C3O)C(=O)C5=C(C4=O)C(=CC=C5)OC)O)(C(=O)CO)O)N)O.Cl. Cell line: HOP-92. Synergy scores: CSS=34.0, Synergy_ZIP=-5.07, Synergy_Bliss=0.368, Synergy_Loewe=-21.2, Synergy_HSA=-0.741. (2) Drug 2: CS(=O)(=O)OCCCCOS(=O)(=O)C. Drug 1: CC1=C2C(C(=O)C3(C(CC4C(C3C(C(C2(C)C)(CC1OC(=O)C(C(C5=CC=CC=C5)NC(=O)OC(C)(C)C)O)O)OC(=O)C6=CC=CC=C6)(CO4)OC(=O)C)O)C)O. Synergy scores: CSS=4.18, Synergy_ZIP=0.351, Synergy_Bliss=-1.69, Synergy_Loewe=5.42, Synergy_HSA=-1.69. Cell line: NCI/ADR-RES. (3) Synergy scores: CSS=-5.18, Synergy_ZIP=2.33, Synergy_Bliss=-2.96, Synergy_Loewe=-8.70, Synergy_HSA=-6.98. Drug 2: CC(C)(C#N)C1=CC(=CC(=C1)CN2C=NC=N2)C(C)(C)C#N. Cell line: OVCAR3. Drug 1: C1CCC(C1)C(CC#N)N2C=C(C=N2)C3=C4C=CNC4=NC=N3. (4) Drug 1: C(CC(=O)O)C(=O)CN.Cl. Drug 2: C1=CN(C=N1)CC(O)(P(=O)(O)O)P(=O)(O)O. Cell line: SK-MEL-5. Synergy scores: CSS=2.82, Synergy_ZIP=-2.23, Synergy_Bliss=-1.44, Synergy_Loewe=-3.36, Synergy_HSA=-2.86.